This data is from PAMPA (Parallel Artificial Membrane Permeability Assay) permeability data from NCATS. The task is: Regression/Classification. Given a drug SMILES string, predict its absorption, distribution, metabolism, or excretion properties. Task type varies by dataset: regression for continuous measurements (e.g., permeability, clearance, half-life) or binary classification for categorical outcomes (e.g., BBB penetration, CYP inhibition). Dataset: pampa_ncats. The molecule is CCS(=O)(=O)C1=NC(=CC(=N1)C(F)(F)F)C2=CC=C(C=C2)Cl. The result is 1 (high permeability).